From a dataset of Catalyst prediction with 721,799 reactions and 888 catalyst types from USPTO. Predict which catalyst facilitates the given reaction. (1) Reactant: [Cl:1][C:2]1[CH:7]=[CH:6][C:5]([CH:8]([C:21]2[CH:26]=[CH:25][C:24]([Cl:27])=[CH:23][CH:22]=2)[N:9]2[CH2:14][CH2:13][N:12]([CH2:15][C:16]([O:18]C)=[O:17])[C:11](=[O:20])[CH2:10]2)=[CH:4][CH:3]=1.O.[OH-].[Li+]. Product: [Cl:1][C:2]1[CH:3]=[CH:4][C:5]([CH:8]([C:21]2[CH:22]=[CH:23][C:24]([Cl:27])=[CH:25][CH:26]=2)[N:9]2[CH2:14][CH2:13][N:12]([CH2:15][C:16]([OH:18])=[O:17])[C:11](=[O:20])[CH2:10]2)=[CH:6][CH:7]=1. The catalyst class is: 87. (2) Reactant: [NH2:1][C:2]1[C:3]([C:10]([NH:12][C:13](=[NH:16])SC)=[O:11])=[N:4][C:5]([Cl:9])=[C:6]([NH2:8])[N:7]=1.C(N(CC)CC)C.N[CH2:25][C:26]([NH2:29])([CH3:28])[CH3:27]. Product: [CH3:25][C:26]1([CH3:28])[CH2:27][NH:16]/[C:13](=[N:12]/[C:10]([C:3]2[C:2]([NH2:1])=[N:7][C:6]([NH2:8])=[C:5]([Cl:9])[N:4]=2)=[O:11])/[NH:29]1. The catalyst class is: 14.